From a dataset of Reaction yield outcomes from USPTO patents with 853,638 reactions. Predict the reaction yield, written as a fraction of the theoretical maximum amount of product (1.0 means a 100% yield; for example, 0.34 means a 34% yield). (1) The product is [Br:11][C:12]1[CH:13]=[C:14]([O:22][C:23]2[CH:24]=[CH:25][CH:26]=[CH:27][CH:28]=2)[C:15]([NH:18][C:19]2[S:20][CH:2]=[C:3]([CH2:4][CH2:5][C:6]([O:8][CH3:9])=[O:7])[N:21]=2)=[N:16][CH:17]=1. The catalyst is C(O)C. The reactants are Br[CH2:2][C:3](=O)[CH2:4][CH2:5][C:6]([O:8][CH3:9])=[O:7].[Br:11][C:12]1[CH:13]=[C:14]([O:22][C:23]2[CH:28]=[CH:27][CH:26]=[CH:25][CH:24]=2)[C:15]([NH:18][C:19]([NH2:21])=[S:20])=[N:16][CH:17]=1.C(N(CC)CC)C. The yield is 0.801. (2) The reactants are I[C:2]1[CH:3]=[C:4]([CH:8]([N:10]([O:22][CH3:23])[C:11]([C:13]2[C:14]([CH:19]([F:21])[F:20])=[N:15][N:16]([CH3:18])[CH:17]=2)=[O:12])[CH3:9])[CH:5]=[CH:6][CH:7]=1.[Cl:24][C:25]1[CH:26]=[C:27](B(O)O)[CH:28]=[CH:29][C:30]=1[Cl:31].C(=O)([O-])[O-].[K+].[K+]. The catalyst is C(O)C.O.C([O-])(=O)C.[Pd+2].C([O-])(=O)C. The product is [Cl:24][C:25]1[CH:26]=[C:27]([C:2]2[CH:7]=[CH:6][CH:5]=[C:4]([CH:8]([N:10]([O:22][CH3:23])[C:11]([C:13]3[C:14]([CH:19]([F:21])[F:20])=[N:15][N:16]([CH3:18])[CH:17]=3)=[O:12])[CH3:9])[CH:3]=2)[CH:28]=[CH:29][C:30]=1[Cl:31]. The yield is 0.600. (3) The reactants are [Cl:1][C:2]1[N:7]=[N:6][C:5]([NH:8][CH:9]2[CH2:14][CH2:13][N:12](C(O)=O)[CH2:11][CH2:10]2)=[C:4]([O:18][CH3:19])[CH:3]=1.C(OC(N1CCC(NC2N=NC(Cl)=CC=2OC)CC1)=O)(C)(C)C. The catalyst is CO. The product is [Cl:1][C:2]1[N:7]=[N:6][C:5]([NH:8][CH:9]2[CH2:10][CH2:11][NH:12][CH2:13][CH2:14]2)=[C:4]([O:18][CH3:19])[CH:3]=1. The yield is 0.810. (4) The reactants are [OH-:1].[Li+].[C:3]([C:6]1[CH:29]=[CH:28][C:9]([O:10][CH2:11][C:12]2[CH:27]=[CH:26][C:15]([C:16]([C:18]3[CH:19]=[N:20][CH:21]=[C:22]([CH:25]=3)[C:23]#N)=[O:17])=[CH:14][CH:13]=2)=[C:8]([CH2:30][CH2:31][CH3:32])[C:7]=1[OH:33])(=[O:5])[CH3:4].[OH2:34]. The catalyst is O1CCOCC1.CCOCC. The product is [C:3]([C:6]1[CH:29]=[CH:28][C:9]([O:10][CH2:11][C:12]2[CH:27]=[CH:26][C:15]([C:16]([C:18]3[CH:19]=[N:20][CH:21]=[C:22]([CH:25]=3)[C:23]([OH:34])=[O:1])=[O:17])=[CH:14][CH:13]=2)=[C:8]([CH2:30][CH2:31][CH3:32])[C:7]=1[OH:33])(=[O:5])[CH3:4]. The yield is 0.500. (5) The reactants are [CH3:1][C:2]1[CH:7]=[CH:6][CH:5]=[CH:4][C:3]=1B(O)O.Br[C:12]1[CH:18]=[CH:17][CH:16]=[CH:15][C:13]=1[NH2:14].C1(P(C2C=CC=CC=2)C2C=CC=CC=2)C=CC=CC=1.C(=O)([O-])[O-].[K+].[K+]. The catalyst is C([O-])(=O)C.[Pd+2].C([O-])(=O)C.COCCOC. The product is [NH2:14][C:13]1[CH:15]=[CH:16][CH:17]=[CH:18][C:12]=1[C:3]1[CH:4]=[CH:5][CH:6]=[CH:7][C:2]=1[CH3:1]. The yield is 0.848. (6) The reactants are [I-:1].[CH3:2][N+:3]1[C:12]2[C:7](=[CH:8][CH:9]=[CH:10][CH:11]=2)[C:6]([CH3:13])=[CH:5][CH:4]=1.[CH3:14][N:15]1[C:27]2[CH:26]=[CH:25][C:24]([CH:28]=O)=[CH:23][C:22]=2[C:21]2[C:16]1=[CH:17][CH:18]=[CH:19][CH:20]=2.N1CCCCC1. The catalyst is C(O)C. The product is [I-:1].[CH3:2][N+:3]1[C:12]2[C:7](=[CH:8][CH:9]=[CH:10][CH:11]=2)[C:6](/[CH:13]=[CH:28]/[C:24]2[CH:25]=[CH:26][C:27]3[N:15]([CH3:14])[C:16]4[C:21]([C:22]=3[CH:23]=2)=[CH:20][CH:19]=[CH:18][CH:17]=4)=[CH:5][CH:4]=1. The yield is 0.620. (7) The reactants are [CH3:1][O:2][C:3]([C:5]1([C:8]2[CH:13]=[CH:12][C:11]([O:14]C)=[C:10]([N+:16]([O-:18])=[O:17])[CH:9]=2)[CH2:7][CH2:6]1)=[O:4].B(Br)(Br)Br.O. The catalyst is C(Cl)Cl. The product is [CH3:1][O:2][C:3]([C:5]1([C:8]2[CH:13]=[CH:12][C:11]([OH:14])=[C:10]([N+:16]([O-:18])=[O:17])[CH:9]=2)[CH2:6][CH2:7]1)=[O:4]. The yield is 0.780.